Dataset: Drug-target binding data from BindingDB using IC50 measurements. Task: Regression. Given a target protein amino acid sequence and a drug SMILES string, predict the binding affinity score between them. We predict pIC50 (pIC50 = -log10(IC50 in M); higher means more potent). Dataset: bindingdb_ic50. (1) The compound is Cn1c(=O)c(S(=O)(=O)c2ccc(F)cc2F)cc2cnc(Nc3ccc4[nH]ccc4c3)nc21. The target protein (Q96PN8) has sequence MEDFLLSNGYQLGKTIGEGTYSKVKEAFSKKHQRKVAIKVIDKMGGPEEFIQRFLPRELQIVRTLDHKNIIQVYEMLESADGKICLVMELAEGGDVFDCVLNGGPLPESRAKALFRQMVEAIRYCHGCGVAHRDLKCENALLQGFNLKLTDFGFAKVLPKSHRELSQTFCGSTAYAAPEVLQGIPHDSKKGDVWSMGVVLYVMLCASLPFDDTDIPKMLWQQQKGVSFPTHLSISADCQDLLKRLLEPDMILRPSIEEVSWHPWLAST. The pIC50 is 5.3. (2) The small molecule is Cc1ccc(N=C(NC#N)Nc2ccccc2Br)c(O)c1S(=O)(=O)N(C)C. The target protein (P25024) has sequence MSNITDPQMWDFDDLNFTGMPPADEDYSPCMLETETLNKYVVIIAYALVFLLSLLGNSLVMLVILYSRVGRSVTDVYLLNLALADLLFALTLPIWAASKVNGWIFGTFLCKVVSLLKEVNFYSGILLLACISVDRYLAIVHATRTLTQKRHLVKFVCLGCWGLSMNLSLPFFLFRQAYHPNNSSPVCYEVLGNDTAKWRMVLRILPHTFGFIVPLFVMLFCYGFTLRTLFKAHMGQKHRAMRVIFAVVLIFLLCWLPYNLVLLADTLMRTQVIQESCERRNNIGRALDATEILGFLHSCLNPIIYAFIGQNFRHGFLKILAMHGLVSKEFLARHRVTSYTSSSVNVSSNL. The pIC50 is 6.7. (3) The drug is O=C(O)C(=O)Nc1ccc(CCOc2cc(O)c3c(=O)cc(C(=O)O)oc3c2)cc1. The target protein (Q5E9B1) has sequence MATLKEKLIAPVAEEETRIPNNKITVVGVGQVGMACAISILGKSLTDELALVDVLEDKLKGEMMDLQHGSLFLQTPKIVADKDYSVTANSKIVVVTAGVRQQEGESRLNLVQRNVNVFKFIIPQIVKYSPDCIIIVVSNPVDILTYVTWKLSGLPKHRVIGSGCNLDSARFRYLMAEKLGIHPSSCHGWILGEHGDSSVAVWSGVNVAGVSLQELNPEMGTDNDSENWKEVHKMVVESAYEVIKLKGYTNWAIGLSVADLIESMLKNLSRIHPVSTMVKGMYGIENEVFLSLPCILNARGLTSVINQKLKDEEVAQLKKSADTLWGIQKDLKDL. The pIC50 is 3.6. (4) The pIC50 is 9.1. The target protein sequence is SKYQDTNMQGVVYELNSYIEQRLDTGGDNQLLLYELSSIIKIATKADGFALYFLGECNNSLCVFIPPGIKEGKPKLIPAGPIAQGTTTSAYVAKSRKTLLVEDILGDERFPRGTGLESGTRIQSVLCLPIVTAIGDLIGILELYRHWGKEAFRLSHQEVATANLAWASVAIHQVQVCRGLAKQTELNDFLLDVSKTYFDNIVAIDSLLEHIMIYAKNLVNADRCALFQVDHKNKELYSDLFDIGEEKEGKPVFKKTKEIRFSIEKGIAGQVARTGEVLNIPDAYADPRFNREVDLYTGYTTRNILCMPIVSRGSVIGVVQMVNKLSGSAFSKTDENNFKMFAVFCALALHCANMYHRIRHSECIYRVTMEKLSYHSICTAEEWQGLMHFNLPGRLCKEIELFHFDVGPFENMWPGIFVYMIHRSCGTACFELEKLCRFIMSVKKNYRRVPYHNWKHAVTVAHCMYAILQNSRGLFTDLERKGLLIACLCHDLDHRGFSNS.... The compound is Cc1nc2c(C)cccc2nc1-c1cc2nc(N3CCCC3)cc(NC3CCOCC3)n2n1.